From a dataset of Reaction yield outcomes from USPTO patents with 853,638 reactions. Predict the reaction yield, written as a fraction of the theoretical maximum amount of product (1.0 means a 100% yield; for example, 0.34 means a 34% yield). (1) The reactants are C1(C)C(S([N:10]2[CH:14]=[CH:13][CH:12]=[C:11]2[C:15](=[O:30])[C:16]2[CH:21]=[CH:20][C:19]([CH2:22][NH:23]C(=O)C(F)(F)F)=[CH:18][CH:17]=2)(=O)=O)=CC=CC=1.[OH-].[K+]. The catalyst is CCO. The product is [NH2:23][CH2:22][C:19]1[CH:18]=[CH:17][C:16]([C:15]([C:11]2[NH:10][CH:14]=[CH:13][CH:12]=2)=[O:30])=[CH:21][CH:20]=1. The yield is 0.860. (2) The reactants are Br[C:2]1[C:3]2[C:4]3[CH:17]=[CH:16][S:15][C:5]=3[C:6](=[O:14])[NH:7][C:8]=2[CH:9]=[CH:10][C:11]=1[O:12][CH3:13].[C:18]([O:22][C:23]([NH:25][CH2:26][C:27]1[S:31][C:30](B(O)O)=[CH:29][CH:28]=1)=[O:24])([CH3:21])([CH3:20])[CH3:19]. No catalyst specified. The product is [C:18]([O:22][C:23](=[O:24])[NH:25][CH2:26][C:27]1[S:31][C:30]([C:2]2[C:3]3[C:4]4[CH:17]=[CH:16][S:15][C:5]=4[C:6](=[O:14])[NH:7][C:8]=3[CH:9]=[CH:10][C:11]=2[O:12][CH3:13])=[CH:29][CH:28]=1)([CH3:21])([CH3:19])[CH3:20]. The yield is 0.180. (3) The reactants are Br[C:2]1[CH:7]=[CH:6][C:5]([CH2:8][N:9]2[CH2:14][CH2:13][N:12]([C:15]([O:17][C:18]([CH3:21])([CH3:20])[CH3:19])=[O:16])[CH2:11][CH2:10]2)=[C:4]([C:22](=[O:26])[N:23]([CH3:25])[CH3:24])[CH:3]=1.[C:27]1(B(O)O)[CH:32]=[CH:31][CH:30]=[CH:29][CH:28]=1.C(=O)([O-])[O-].[K+].[K+].O1CCOCC1. The catalyst is C1C=CC([P]([Pd]([P](C2C=CC=CC=2)(C2C=CC=CC=2)C2C=CC=CC=2)([P](C2C=CC=CC=2)(C2C=CC=CC=2)C2C=CC=CC=2)[P](C2C=CC=CC=2)(C2C=CC=CC=2)C2C=CC=CC=2)(C2C=CC=CC=2)C2C=CC=CC=2)=CC=1.O. The product is [CH3:24][N:23]([CH3:25])[C:22]([C:4]1[CH:3]=[C:2]([C:27]2[CH:32]=[CH:31][CH:30]=[CH:29][CH:28]=2)[CH:7]=[CH:6][C:5]=1[CH2:8][N:9]1[CH2:14][CH2:13][N:12]([C:15]([O:17][C:18]([CH3:21])([CH3:20])[CH3:19])=[O:16])[CH2:11][CH2:10]1)=[O:26]. The yield is 0.790. (4) The reactants are C(NC1SC(S(NC2C=CC(CC([NH:24][C:25]3[C:26](=[O:45])[N:27]([CH2:37][C:38]4[CH:43]=[CH:42][CH:41]=[CH:40][C:39]=4[F:44])[C:28](=[O:36])[N:29](CC4CC4)[C:30]=3[NH2:31])=O)=CC=2)(=O)=O)=C(C)N=1)(=O)C.Cl.CN(C)CCCN=C=NCC.[Cl:58][C:59]1[N:63]([CH3:64])[N:62]=[C:61]([CH3:65])[C:60]=1[S:66]([NH:69][C:70]1[CH:71]=[CH:72][C:73]([CH2:76][C:77]([OH:79])=O)=[N:74][CH:75]=1)(=[O:68])=[O:67].NC1C(=O)N(CC2C=CC=CC=2F)C(=O)NC=1N. The catalyst is CO.C(Cl)(Cl)Cl. The product is [NH2:31][C:30]1[NH:29][C:28](=[O:36])[N:27]([CH2:37][C:38]2[CH:43]=[CH:42][CH:41]=[CH:40][C:39]=2[F:44])[C:26](=[O:45])[C:25]=1[NH:24][C:77](=[O:79])[CH2:76][C:73]1[CH:72]=[CH:71][C:70]([NH:69][S:66]([C:60]2[C:61]([CH3:65])=[N:62][N:63]([CH3:64])[C:59]=2[Cl:58])(=[O:67])=[O:68])=[CH:75][N:74]=1. The yield is 0.420. (5) The product is [ClH:41].[CH2:21]1[C:14]2[C:15]3[CH:16]=[CH:17][CH:18]=[CH:19][C:20]=3[N:12]([CH2:11][CH2:10][NH:9][C:1](=[O:8])[C:2]3[CH:3]=[CH:4][CH:5]=[CH:6][CH:7]=3)[C:13]=2[CH2:25][CH2:24][NH:23][CH2:22]1. The reactants are [C:1]([NH:9][CH2:10][CH2:11][N:12]1[C:20]2[CH:19]=[CH:18][CH:17]=[CH:16][C:15]=2[C:14]2[CH2:21][CH2:22][N:23](C(OC(C)(C)C)=O)[CH2:24][CH2:25][C:13]1=2)(=[O:8])[C:2]1[CH:7]=[CH:6][CH:5]=[CH:4][CH:3]=1.C(C(O)=O)(F)(F)F.C(Cl)[Cl:41]. No catalyst specified. The yield is 0.790. (6) The reactants are CC(C)([O-])C.[K+].[N:7]1([S:12]([C:15]2[CH:16]=[C:17]3[C:21](=[CH:22][CH:23]=2)[NH:20][C:19](=[O:24])[C:18]23[O:29][CH2:28][CH2:27][CH2:26][O:25]2)(=[O:14])=[O:13])[CH2:11][CH2:10][CH2:9][CH2:8]1.Cl[CH2:31][C:32]([CH3:36])([CH3:35])[C:33]#[N:34].O. The catalyst is CS(C)=O. The product is [CH3:31][C:32]([CH3:36])([CH2:35][N:20]1[C:21]2[C:17](=[CH:16][C:15]([S:12]([N:7]3[CH2:11][CH2:10][CH2:9][CH2:8]3)(=[O:13])=[O:14])=[CH:23][CH:22]=2)[C:18]2([O:29][CH2:28][CH2:27][CH2:26][O:25]2)[C:19]1=[O:24])[C:33]#[N:34]. The yield is 0.770. (7) The reactants are [Cl:1][C:2]1[CH:7]=[CH:6][CH:5]=[C:4]([Cl:8])[C:3]=1[C:9]1[N:10](O)[C:11]2[C:17]3[CH:18]=[CH:19][N:20]=[CH:21][C:16]=3[NH:15][C:14]3[N:22]=[CH:23][CH:24]=[CH:25][C:13]=3[C:12]=2[N:26]=1.P(OCC)(OCC)OCC. The catalyst is CN(C)C=O. The product is [ClH:1].[ClH:1].[Cl:8][C:4]1[CH:5]=[CH:6][CH:7]=[C:2]([Cl:1])[C:3]=1[C:9]1[NH:10][C:11]2[C:17]3[CH:18]=[CH:19][N:20]=[CH:21][C:16]=3[NH:15][C:14]3[N:22]=[CH:23][CH:24]=[CH:25][C:13]=3[C:12]=2[N:26]=1. The yield is 0.850.